This data is from CYP2D6 substrate classification data from Carbon-Mangels et al.. The task is: Regression/Classification. Given a drug SMILES string, predict its absorption, distribution, metabolism, or excretion properties. Task type varies by dataset: regression for continuous measurements (e.g., permeability, clearance, half-life) or binary classification for categorical outcomes (e.g., BBB penetration, CYP inhibition). Dataset: cyp2d6_substrate_carbonmangels. The molecule is Cc1cccc(C)c1OC[C@@H](C)N. The result is 1 (substrate).